From a dataset of Catalyst prediction with 721,799 reactions and 888 catalyst types from USPTO. Predict which catalyst facilitates the given reaction. (1) Reactant: [CH:1]([C:4]1[C:8]([CH2:9][CH2:10][CH2:11][OH:12])=[CH:7][N:6]([C:13]2[CH:18]=[CH:17][C:16]([C:19]([F:22])([F:21])[F:20])=[CH:15][N:14]=2)[N:5]=1)([CH3:3])[CH3:2].O[C:24]1[C:29]([O:30][CH3:31])=[CH:28][CH:27]=[CH:26][C:25]=1[CH2:32][CH2:33][C:34]([O:36]CC)=[O:35].C(P(CCCC)CCCC)CCC.N(C(N1CCCCC1)=O)=NC(N1CCCCC1)=O. Product: [CH:1]([C:4]1[C:8]([CH2:9][CH2:10][CH2:11][O:12][C:24]2[C:29]([O:30][CH3:31])=[CH:28][CH:27]=[CH:26][C:25]=2[CH2:32][CH2:33][C:34]([OH:36])=[O:35])=[CH:7][N:6]([C:13]2[CH:18]=[CH:17][C:16]([C:19]([F:21])([F:20])[F:22])=[CH:15][N:14]=2)[N:5]=1)([CH3:3])[CH3:2]. The catalyst class is: 7. (2) Reactant: [F:1][C:2]1[CH:7]=[CH:6][C:5]([CH3:8])=[CH:4][C:3]=1[N+:9]([O-])=O.[CH:12]([Mg]Br)=[CH2:13].[NH4+].[Cl-]. Product: [F:1][C:2]1[CH:7]=[CH:6][C:5]([CH3:8])=[C:4]2[C:3]=1[NH:9][CH:13]=[CH:12]2. The catalyst class is: 1. (3) Reactant: [C:1]([O:5][C:6](=[O:14])[NH:7][CH:8]1[CH2:13][CH2:12][NH:11][CH2:10][CH2:9]1)([CH3:4])([CH3:3])[CH3:2].I[CH:16]1[CH2:20][CH2:19][CH2:18][CH2:17]1.C([O-])([O-])=O.[K+].[K+]. Product: [C:1]([O:5][C:6](=[O:14])[NH:7][CH:8]1[CH2:13][CH2:12][N:11]([CH:16]2[CH2:20][CH2:19][CH2:18][CH2:17]2)[CH2:10][CH2:9]1)([CH3:4])([CH3:2])[CH3:3]. The catalyst class is: 10. (4) Reactant: [CH3:1][O:2][C:3]1[CH:8]=[CH:7][CH:6]=[C:5]([C:9]([F:12])([F:11])[F:10])[CH:4]=1.[Li]CCCC.C([O:21][B:22](OC(C)C)[O:23]C(C)C)(C)C.Cl. The catalyst class is: 20. Product: [CH3:1][O:2][C:3]1[CH:4]=[C:5]([C:9]([F:10])([F:11])[F:12])[CH:6]=[CH:7][C:8]=1[B:22]([OH:23])[OH:21]. (5) Reactant: [C:12]([O:11][C:9](O[C:9]([O:11][C:12]([CH3:15])([CH3:14])[CH3:13])=[O:10])=[O:10])([CH3:15])([CH3:14])[CH3:13].CC([N:20]([C:24]1[N:25]=[C:26]([C:34]2[CH:35]=[C:36]3[C:42]([Br:43])=[CH:41][NH:40][C:37]3=[N:38][CH:39]=2)[C:27]2[C:32]([CH:33]=1)=[CH:31][CH:30]=[CH:29][CH:28]=2)[C:21](=[O:23])[O-:22])(C)C. Product: [Br:43][C:42]1[C:36]2[C:37](=[N:38][CH:39]=[C:34]([C:26]3[C:27]4[C:32](=[CH:31][CH:30]=[CH:29][CH:28]=4)[CH:33]=[C:24]([NH:20][C:21]([O:22][C:12]([CH3:15])([CH3:14])[CH3:13])=[O:23])[N:25]=3)[CH:35]=2)[N:40]([C:9]([O:11][C:12]([CH3:13])([CH3:14])[CH3:15])=[O:10])[CH:41]=1. The catalyst class is: 367. (6) Reactant: [Br:1][C:2]1[CH:6]=[N:5][N:4]([CH3:7])[C:3]=1[NH:8][C:9]1[CH:14]=[CH:13][C:12](I)=[CH:11][CH:10]=1.COC=[C:19]1[C:24](=COC)[CH:23]=[CH:22][C:21](B(O)O)=[CH:20]1.[C:31](=O)([O-:33])[O-:32].[Cs+].[Cs+].COCCOC. Product: [O:32]1[C:24]2[CH:23]=[CH:22][C:21]([C:12]3[CH:13]=[CH:14][C:9]([NH:8][C:3]4[N:4]([CH3:7])[N:5]=[CH:6][C:2]=4[Br:1])=[CH:10][CH:11]=3)=[CH:20][C:19]=2[O:33][CH2:31]1. The catalyst class is: 690. (7) Reactant: [CH:1]([S:4]([C:7]1[CH:13]=[CH:12][CH:11]=[CH:10][C:8]=1[NH2:9])(=[O:6])=[O:5])([CH3:3])[CH3:2].[H-].[Na+].[Cl:16][C:17]1[N:22]=[C:21](Cl)[C:20]([Cl:24])=[CH:19][N:18]=1.O. Product: [Cl:16][C:17]1[N:22]=[C:21]([NH:9][C:8]2[CH:10]=[CH:11][CH:12]=[CH:13][C:7]=2[S:4]([CH:1]([CH3:3])[CH3:2])(=[O:6])=[O:5])[C:20]([Cl:24])=[CH:19][N:18]=1. The catalyst class is: 9. (8) Reactant: [N:1]([C:3]1[C:4]([NH2:15])=[N:5][C:6]([NH2:14])=[N:7][C:8]=1[O:9][CH2:10][CH:11]([CH3:13])[CH3:12])=O.[ClH:16]. Product: [ClH:16].[ClH:16].[CH3:12][CH:11]([CH3:13])[CH2:10][O:9][C:8]1[N:7]=[C:6]([NH2:14])[N:5]=[C:4]([NH2:15])[C:3]=1[NH2:1]. The catalyst class is: 29. (9) Reactant: [C:1]([O:5][C:6](=[O:13])[NH:7][C@H:8]([C:10](=O)[NH2:11])[CH3:9])([CH3:4])([CH3:3])[CH3:2].F[B-](F)(F)F.C([O+](CC)CC)C.N[C:27]1[C:28]([NH:36][C:37]2[CH:38]=[N:39][CH:40]=[C:41]([F:43])[CH:42]=2)=[C:29]([C:32]([F:35])=[CH:33][CH:34]=1)[C:30]#[N:31]. Product: [C:1]([O:5][C:6](=[O:13])[NH:7][C@H:8]([C:10]1[N:36]([C:37]2[CH:38]=[N:39][CH:40]=[C:41]([F:43])[CH:42]=2)[C:28]2[C:29]([C:30]#[N:31])=[C:32]([F:35])[CH:33]=[CH:34][C:27]=2[N:11]=1)[CH3:9])([CH3:4])([CH3:3])[CH3:2]. The catalyst class is: 2.